Task: Regression. Given a target protein amino acid sequence and a drug SMILES string, predict the binding affinity score between them. We predict pIC50 (pIC50 = -log10(IC50 in M); higher means more potent). Dataset: bindingdb_ic50.. Dataset: Drug-target binding data from BindingDB using IC50 measurements (1) The drug is O=C(O)c1ccc2c(c1)nc(CCNC(=O)c1cccs1)n2Cc1cccc(C(F)(F)F)c1. The target protein (Q59643) has sequence MSFTPANRAYPYTRLRRNRRDDFSRRLVRENVLTVDDLILPVFVLDGVNQRESIPSMPGVERLSIDQLLIEAEEWVALGIPALALFPVTPVEKKSLDAAEAYNPEGIAQRATRALRERFPELGIITDVALDPFTTHGQDGILDDDGYVLNDVSIDVLVRQALSHAEAGAQVVAPSDMMDGRIGAIREALESAGHTNVRIMAYSAKYASAYYGPFRDAVGSASNLGKGNKATYQMDPANSDEALHEVAADLAEGADMVMVKPGMPYLDIVRRVKDEFRAPTFVYQVSGEYAMHMGAIQNGWLAESVILESLTAFKRAGADGILTYFAKQAAEQLRRGR. The pIC50 is 4.1. (2) The small molecule is O=C([C@@H](O)c1ccccc1)N1CCC(c2ccc(O)cc2O)CC1. The target protein (P07147) has sequence MKSYNVLPLAYISLFLMLFYQVWAQFPRECANIEALRRGVCCPDLLPSSGPGTDPCGSSSGRGRCVAVIADSRPHSRHYPHDGKDDREAWPLRFFNRTCQCNDNFSGHNCGTCRPGWRGAACNQKILTVRRNLLDLSPEEKSHFVRALDMAKRTTHPQFVIATRRLEDILGPDGNTPQFENISVYNYFVWTHYYSVKKTFLGTGQESFGDVDFSHEGPAFLTWHRYHLLQLERDMQEMLQEPSFSLPYWNFATGKNVCDVCTDDLMGSRSNFDSTLISPNSVFSQWRVVCESLEEYDTLGTLCNSTEGGPIRRNPAGNVGRPAVQRLPEPQDVTQCLEVRVFDTPPFYSNSTDSFRNTVEGYSAPTGKYDPAVRSLHNLAHLFLNGTGGQTHLSPNDPIFVLLHTFTDAVFDEWLRRYNADISTFPLENAPIGHNRQYNMVPFWPPVTNTEMFVTAPDNLGYAYEVQWPGQEFTVSEIITIAVVAALLLVAAIFGVASCL.... The pIC50 is 6.7. (3) The compound is Cc1ccc(C2CC(c3ccccc3)=NN2c2ccccc2)o1. The target protein (P9WQA3) has sequence MPIATPEVYAEMLGQAKQNSYAFPAINCTSSETVNAAIKGFADAGSDGIIQFSTGGAEFGSGLGVKDMVTGAVALAEFTHVIAAKYPVNVALHTDHCPKDKLDSYVRPLLAISAQRVSKGGNPLFQSHMWDGSAVPIDENLAIAQELLKAAAAAKIILEIEIGVVGGEEDGVANEINEKLYTSPEDFEKTIEALGAGEHGKYLLAATFGNVHGVYKPGNVKLRPDILAQGQQVAAAKLGLPADAKPFDFVFHGGSGSLKSEIEEALRYGVVKMNVDTDTQYAFTRPIAGHMFTNYDGVLKVDGEVGVKKVYDPRSYLKKAEASMSQRVVQACNDLHCAGKSLTH. The pIC50 is 6.4.